From a dataset of Full USPTO retrosynthesis dataset with 1.9M reactions from patents (1976-2016). Predict the reactants needed to synthesize the given product. (1) Given the product [CH3:41][C:37]1[C:38]2[NH:39][C:35](=[CH:34][C:32]3[NH:33][C:29]([CH:28]=[C:26]4[N:27]=[C:23]([CH:22]=[C:15]5[N:14]=[C:13]([CH:40]=2)[C:12]([CH3:11])=[C:16]5[CH2:17][CH2:18][C:19]([OH:21])=[O:20])[C:24]([CH3:58])=[C:25]4[CH2:53][CH2:54][C:55]([OH:57])=[O:56])=[C:30]([CH3:52])[C:31]=3[CH2:47][CH2:48][C:49]([OH:51])=[O:50])[C:36]=1[CH2:42][CH2:43][C:44]([OH:46])=[O:45], predict the reactants needed to synthesize it. The reactants are: O=C[C@@H]([C@H]([C@@H](CO)O)O)O.[CH3:11][C:12]1[C:16]([CH2:17][CH2:18][C:19]([OH:21])=[O:20])=[C:15]2[CH2:22][C:23]3[NH:27][C:26]([CH2:28][C:29]4[NH:33][C:32]([CH2:34][C:35]5[NH:39][C:38]([CH2:40][C:13]=1[NH:14]2)=[C:37]([CH3:41])[C:36]=5[CH2:42][CH2:43][C:44]([OH:46])=[O:45])=[C:31]([CH2:47][CH2:48][C:49]([OH:51])=[O:50])[C:30]=4[CH3:52])=[C:25]([CH2:53][CH2:54][C:55]([OH:57])=[O:56])[C:24]=3[CH3:58].CC1C(CCC(O)=O)=C2NC=1CC1NC(CC3NC(CC4NC(C2)=C(CCC(O)=O)C=4C)=C(C=C)C=3C)=C(C=C)C=1C. (2) Given the product [CH3:3][N:4]1[CH2:32][CH2:31][C:7]2[N:8]([CH2:16][CH:17]([C:24]3[CH:29]=[CH:28][C:27]([F:30])=[CH:26][CH:25]=3)[CH2:18][C:19]([NH:2][CH3:1])=[O:21])[C:9]3[CH:10]=[CH:11][C:12]([CH3:15])=[CH:13][C:14]=3[C:6]=2[CH2:5]1, predict the reactants needed to synthesize it. The reactants are: [CH3:1][NH2:2].[CH3:3][N:4]1[CH2:32][CH2:31][C:7]2[N:8]([CH2:16][CH:17]([C:24]3[CH:29]=[CH:28][C:27]([F:30])=[CH:26][CH:25]=3)[CH2:18][C:19]([O:21]CC)=O)[C:9]3[CH:10]=[CH:11][C:12]([CH3:15])=[CH:13][C:14]=3[C:6]=2[CH2:5]1.